From a dataset of Forward reaction prediction with 1.9M reactions from USPTO patents (1976-2016). Predict the product of the given reaction. (1) Given the reactants [Br:1][C:2]1[CH:3]=[C:4]([CH:7]=[CH:8][C:9]=1[OH:10])[CH:5]=[O:6].C([O-])([O-])=O.[Cs+].[Cs+].Cl[C:18]([F:23])([F:22])C([O-])=O.[Na+], predict the reaction product. The product is: [Br:1][C:2]1[CH:3]=[C:4]([CH:7]=[CH:8][C:9]=1[O:10][CH:18]([F:23])[F:22])[CH:5]=[O:6]. (2) Given the reactants [NH2:1][C:2]1[N:7]=[CH:6][N:5]=[C:4]2[N:8]([CH:13]([C:15]3[CH:20]=[C:19]([Cl:21])[C:18]([CH3:22])=[C:17](Br)[C:16]=3[O:24][CH3:25])[CH3:14])[N:9]=[C:10]([CH:11]=[O:12])[C:3]=12.[CH3:26][N:27]([CH3:39])[C:28]([C:30]1[N:35]=[CH:34][C:33](B(O)O)=[CH:32][CH:31]=1)=[O:29].C(=O)([O-])[O-].[Na+].[Na+].ClCCl, predict the reaction product. The product is: [NH2:1][C:2]1[N:7]=[CH:6][N:5]=[C:4]2[N:8]([CH:13]([C:15]3[C:16]([O:24][CH3:25])=[C:17]([C:33]4[CH:32]=[CH:31][C:30]([C:28]([N:27]([CH3:39])[CH3:26])=[O:29])=[N:35][CH:34]=4)[C:18]([CH3:22])=[C:19]([Cl:21])[CH:20]=3)[CH3:14])[N:9]=[C:10]([CH:11]=[O:12])[C:3]=12. (3) Given the reactants [OH:1][C@H:2]([C:11]([CH3:31])([CH3:30])[C:12](=[O:29])[C@H:13]([CH3:28])[C@@H:14]([C:20]([O:22][CH2:23][C:24]([Cl:27])([Cl:26])[Cl:25])=[O:21])[C@@H:15]([CH3:19])[CH2:16][CH:17]=[CH2:18])[CH2:3][C:4]([O:6][C:7]([CH3:10])([CH3:9])[CH3:8])=[O:5].[CH2:32]([Si:34]([CH2:38][CH3:39])([CH2:36][CH3:37])Cl)[CH3:33].N1C=CN=C1.O, predict the reaction product. The product is: [CH2:32]([Si:34]([CH2:38][CH3:39])([CH2:36][CH3:37])[O:1][C@H:2]([C:11]([CH3:30])([CH3:31])[C:12](=[O:29])[C@H:13]([CH3:28])[C@@H:14]([C:20]([O:22][CH2:23][C:24]([Cl:26])([Cl:27])[Cl:25])=[O:21])[C@@H:15]([CH3:19])[CH2:16][CH:17]=[CH2:18])[CH2:3][C:4]([O:6][C:7]([CH3:9])([CH3:10])[CH3:8])=[O:5])[CH3:33].